From a dataset of Reaction yield outcomes from USPTO patents with 853,638 reactions. Predict the reaction yield, written as a fraction of the theoretical maximum amount of product (1.0 means a 100% yield; for example, 0.34 means a 34% yield). The reactants are [F:1][C:2]1[CH:3]=[CH:4][CH:5]=[C:6]2[C:10]=1[N:9]([CH2:11][CH:12]1[CH2:17][CH2:16][NH:15][CH2:14][CH2:13]1)[C:8](=[O:18])[C:7]12[C:22]2=[CH:23][C:24]3[O:28][CH2:27][O:26][C:25]=3[CH:29]=[C:21]2[O:20][CH2:19]1.C(N(CC)CC)C.[CH3:37][C:38]([CH3:40])=O.C(O[BH-](OC(=O)C)OC(=O)C)(=O)C.[Na+]. The catalyst is ClCCl. The product is [F:1][C:2]1[CH:3]=[CH:4][CH:5]=[C:6]2[C:10]=1[N:9]([CH2:11][CH:12]1[CH2:17][CH2:16][N:15]([CH:38]([CH3:40])[CH3:37])[CH2:14][CH2:13]1)[C:8](=[O:18])[C:7]12[C:22]2=[CH:23][C:24]3[O:28][CH2:27][O:26][C:25]=3[CH:29]=[C:21]2[O:20][CH2:19]1. The yield is 0.690.